Dataset: Reaction yield outcomes from USPTO patents with 853,638 reactions. Task: Predict the reaction yield, written as a fraction of the theoretical maximum amount of product (1.0 means a 100% yield; for example, 0.34 means a 34% yield). The reactants are C[O:2][C:3]([C:5]1[CH:13]=[C:12]2[C:8]([C:9]([CH:32]3[CH2:37][CH2:36][CH2:35][CH2:34][CH2:33]3)=[C:10]([C:23]3[CH:28]=[CH:27][C:26]([NH2:29])=[C:25]([CH:30]=O)[CH:24]=3)[N:11]2[CH2:14][C:15]([N:17]2[CH2:22][CH2:21][O:20][CH2:19][CH2:18]2)=[O:16])=[CH:7][CH:6]=1)=[O:4].[F:38][C:39]([F:50])([F:49])[C:40]1[CH:41]=[C:42]([C:46](=O)[CH3:47])[CH:43]=[CH:44][CH:45]=1. No catalyst specified. The product is [CH:32]1([C:9]2[C:8]3[C:12](=[CH:13][C:5]([C:3]([OH:4])=[O:2])=[CH:6][CH:7]=3)[N:11]([CH2:14][C:15]([N:17]3[CH2:18][CH2:19][O:20][CH2:21][CH2:22]3)=[O:16])[C:10]=2[C:23]2[CH:24]=[C:25]3[C:26](=[CH:27][CH:28]=2)[N:29]=[C:46]([C:42]2[CH:43]=[CH:44][CH:45]=[C:40]([C:39]([F:50])([F:49])[F:38])[CH:41]=2)[CH:47]=[CH:30]3)[CH2:37][CH2:36][CH2:35][CH2:34][CH2:33]1. The yield is 0.0600.